From a dataset of Catalyst prediction with 721,799 reactions and 888 catalyst types from USPTO. Predict which catalyst facilitates the given reaction. Reactant: Br[C:2]1[N:6]2[N:7]=[C:8](Cl)[CH:9]=[CH:10]C2=NC=1.Cl[C:13]1[CH:14]=[CH:15][C:16]2[N:17]([C:19]([CH:22]([C:24]3[CH:25]=[C:26]4[C:31](=[CH:32][C:33]=3[C:34]([F:37])([F:36])[F:35])[N:30]=[CH:29][CH:28]=[CH:27]4)O)=[CH:20][N:21]=2)[N:18]=1.C([Mg]Br)C.FC(F)(F)C1C=C2C(C=CC=N2)=CC=1C=O. Product: [CH3:2][N:6]1[CH:10]=[C:9]([C:13]2[CH:14]=[CH:15][C:16]3[N:17]([C:19]([CH2:22][C:24]4[CH:25]=[C:26]5[C:31](=[CH:32][C:33]=4[C:34]([F:37])([F:35])[F:36])[N:30]=[CH:29][CH:28]=[CH:27]5)=[CH:20][N:21]=3)[N:18]=2)[CH:8]=[N:7]1. The catalyst class is: 1.